This data is from Peptide-MHC class I binding affinity with 185,985 pairs from IEDB/IMGT. The task is: Regression. Given a peptide amino acid sequence and an MHC pseudo amino acid sequence, predict their binding affinity value. This is MHC class I binding data. (1) The binding affinity (normalized) is 0.487. The MHC is HLA-A03:01 with pseudo-sequence HLA-A03:01. The peptide sequence is YLGSWATGK. (2) The peptide sequence is YPKVTKYLPL. The MHC is Patr-A0401 with pseudo-sequence Patr-A0401. The binding affinity (normalized) is 0. (3) The binding affinity (normalized) is 0.223. The MHC is HLA-A33:01 with pseudo-sequence HLA-A33:01. The peptide sequence is RVTGSSGRR. (4) The peptide sequence is KPFRMVSLV. The MHC is HLA-B35:01 with pseudo-sequence HLA-B35:01. The binding affinity (normalized) is 0. (5) The peptide sequence is LSHCWPWFK. The binding affinity (normalized) is 0.0847. The MHC is HLA-A02:01 with pseudo-sequence HLA-A02:01. (6) The peptide sequence is AAINFITTM. The MHC is H-2-Kb with pseudo-sequence H-2-Kb. The binding affinity (normalized) is 0.911. (7) The peptide sequence is CYPRLWGVR. The MHC is HLA-B15:01 with pseudo-sequence HLA-B15:01. The binding affinity (normalized) is 0.0847.